The task is: Predict the reactants needed to synthesize the given product.. This data is from Full USPTO retrosynthesis dataset with 1.9M reactions from patents (1976-2016). (1) Given the product [Br:1][C:2]1[CH:7]=[C:6]([Cl:8])[CH:5]=[CH:4][C:3]=1[S:9][CH:11]([CH3:17])[C:12]([O:14][CH2:15][CH3:16])=[O:13], predict the reactants needed to synthesize it. The reactants are: [Br:1][C:2]1[CH:7]=[C:6]([Cl:8])[CH:5]=[CH:4][C:3]=1[SH:9].Br[CH:11]([CH3:17])[C:12]([O:14][CH2:15][CH3:16])=[O:13].C(=O)([O-])[O-].[K+].[K+]. (2) Given the product [CH2:22]([N:4]1[C:5]([CH3:18])=[CH:6][C:7]([O:8][CH2:9][C:10]2[CH:17]=[CH:16][CH:15]=[CH:14][C:11]=2[C:12]#[N:13])=[C:2]([CH3:1])[C:3]1=[O:19])[C:23]1[CH:28]=[CH:27][CH:26]=[CH:25][CH:24]=1, predict the reactants needed to synthesize it. The reactants are: [CH3:1][C:2]1[C:3](=[O:19])[NH:4][C:5]([CH3:18])=[CH:6][C:7]=1[O:8][CH2:9][C:10]1[CH:17]=[CH:16][CH:15]=[CH:14][C:11]=1[C:12]#[N:13].[H-].[Na+].[CH2:22](Br)[C:23]1[CH:28]=[CH:27][CH:26]=[CH:25][CH:24]=1. (3) Given the product [CH3:32][O:31][C:25]1[CH:24]=[C:23]([C:22]2[C:17]([NH:16][C:6](=[O:7])[CH:5]([O:4][CH2:1][C:2]#[CH:3])[C:9]3[CH:14]=[CH:13][C:12]([Cl:15])=[CH:11][CH:10]=3)=[N:18][CH:19]=[CH:20][CH:21]=2)[CH:28]=[CH:27][C:26]=1[O:29][CH3:30], predict the reactants needed to synthesize it. The reactants are: [CH2:1]([O:4][CH:5]([C:9]1[CH:14]=[CH:13][C:12]([Cl:15])=[CH:11][CH:10]=1)[C:6](Cl)=[O:7])[C:2]#[CH:3].[NH2:16][C:17]1[C:22]([C:23]2[CH:28]=[CH:27][C:26]([O:29][CH3:30])=[C:25]([O:31][CH3:32])[CH:24]=2)=[CH:21][CH:20]=[CH:19][N:18]=1.C(N(CC)CC)C.O1CCCC1. (4) Given the product [Br:11][C:6]1[C:7]([OH:10])=[C:8]([CH3:9])[C:2]([CH3:1])=[C:3]([OH:4])[CH:5]=1, predict the reactants needed to synthesize it. The reactants are: [CH3:1][C:2]1[C:8]([CH3:9])=[C:7]([OH:10])[CH:6]=[CH:5][C:3]=1[OH:4].[Br:11]Br. (5) Given the product [CH3:19][O:20][C:21]1([O:22][CH3:23])[CH2:6][CH2:5][N:4]([C:9]2[CH:14]=[CH:13][C:12]([N+:15]([O-:17])=[O:16])=[CH:11][CH:10]=2)[CH2:3][C:2]1([F:1])[F:18], predict the reactants needed to synthesize it. The reactants are: [F:1][C:2]1([F:18])C(=O)[CH2:6][CH2:5][N:4]([C:9]2[CH:14]=[CH:13][C:12]([N+:15]([O-:17])=[O:16])=[CH:11][CH:10]=2)[CH2:3]1.[CH3:19][O:20][CH:21](OC)[O:22][CH3:23].O.C1(C)C=CC(S(O)(=O)=O)=CC=1. (6) Given the product [C:3]([O:7][C:8]([NH:10][C@@H:11]([CH2:12][OH:13])[CH2:22][C:23]([O:25][C:26]([CH3:29])([CH3:28])[CH3:27])=[O:24])=[O:9])([CH3:5])([CH3:4])[CH3:6], predict the reactants needed to synthesize it. The reactants are: [BH4-].[Na+].[C:3]([O:7][C:8]([NH:10][C@H:11]([CH2:22][C:23]([O:25][C:26]([CH3:29])([CH3:28])[CH3:27])=[O:24])[C:12](ON1C(=O)CCC1=O)=[O:13])=[O:9])([CH3:6])([CH3:5])[CH3:4].[Cl-].[NH4+]. (7) Given the product [C:4]([O:8][C:9]([N:11]1[CH2:15][CH2:14][CH:13]([CH:16]([OH:17])[CH3:1])[CH2:12]1)=[O:10])([CH3:7])([CH3:6])[CH3:5], predict the reactants needed to synthesize it. The reactants are: [CH3:1][Mg]I.[C:4]([O:8][C:9]([N:11]1[CH2:15][CH2:14][CH:13]([CH:16]=[O:17])[CH2:12]1)=[O:10])([CH3:7])([CH3:6])[CH3:5]. (8) Given the product [C:46]([C:2]1[CH:40]=[CH:39][C:5]([C:6]([NH:8][C:9]2[N:10]=[C:11]3[CH:16]=[CH:15][C:14]([O:17][C:18]4[CH:23]=[CH:22][CH:21]=[C:20]([NH:24][C:25](=[O:37])[C:26]5[CH:31]=[CH:30][CH:29]=[C:28]([C:32]6([C:35]#[N:36])[CH2:34][CH2:33]6)[CH:27]=5)[CH:19]=4)=[N:13][N:12]3[CH:38]=2)=[O:7])=[CH:4][N:3]=1)#[N:47], predict the reactants needed to synthesize it. The reactants are: Cl[C:2]1[CH:40]=[CH:39][C:5]([C:6]([NH:8][C:9]2[N:10]=[C:11]3[CH:16]=[CH:15][C:14]([O:17][C:18]4[CH:23]=[CH:22][CH:21]=[C:20]([NH:24][C:25](=[O:37])[C:26]5[CH:31]=[CH:30][CH:29]=[C:28]([C:32]6([C:35]#[N:36])[CH2:34][CH2:33]6)[CH:27]=5)[CH:19]=4)=[N:13][N:12]3[CH:38]=2)=[O:7])=[CH:4][N:3]=1.C(=O)([O-])O.[Na+].[CH3:46][N:47](C)C=O. (9) Given the product [CH3:13][O:14][C:15]1[CH:20]=[CH:19][C:18]([C:10](=[O:11])[CH2:9][CH2:8][CH2:7][C:1]2[CH:6]=[CH:5][CH:4]=[CH:3][CH:2]=2)=[CH:17][CH:16]=1, predict the reactants needed to synthesize it. The reactants are: [C:1]1([CH2:7][CH2:8][CH2:9][C:10](Cl)=[O:11])[CH:6]=[CH:5][CH:4]=[CH:3][CH:2]=1.[CH3:13][O:14][C:15]1[CH:20]=[CH:19][CH:18]=[CH:17][CH:16]=1. (10) Given the product [NH2:21][CH2:20][C@@H:4]1[O:3][C:2](=[O:1])[N:6]([C:7]2[CH:12]=[CH:11][C:10]([N:13]3[CH2:18][CH2:17][O:16][CH2:15][C:14]3=[O:19])=[CH:9][CH:8]=2)[CH2:5]1, predict the reactants needed to synthesize it. The reactants are: [O:1]=[C:2]1[N:6]([C:7]2[CH:12]=[CH:11][C:10]([N:13]3[CH2:18][CH2:17][O:16][CH2:15][C:14]3=[O:19])=[CH:9][CH:8]=2)[CH2:5][C@H:4]([CH2:20][N:21]2C(=O)C3C(=CC=CC=3)C2=O)[O:3]1.CN.C(O)(=O)C(O)=O.